This data is from Full USPTO retrosynthesis dataset with 1.9M reactions from patents (1976-2016). The task is: Predict the reactants needed to synthesize the given product. (1) The reactants are: [Cl:1][C:2]1[CH:7]=[CH:6][C:5]([CH:8]([C:15]2[CH:20]=[CH:19][CH:18]=[CH:17][CH:16]=2)[N:9]2[CH2:14][CH2:13][NH:12][CH2:11][CH2:10]2)=[CH:4][CH:3]=1.Cl[CH2:22][CH2:23][O:24][CH2:25][C:26]([NH2:28])=[O:27].C(=O)([O-])[O-].[Na+].[Na+].C. Given the product [Cl:1][C:2]1[CH:3]=[CH:4][C:5]([CH:8]([C:15]2[CH:16]=[CH:17][CH:18]=[CH:19][CH:20]=2)[N:9]2[CH2:10][CH2:11][N:12]([CH2:22][CH2:23][O:24][CH2:25][C:26]([NH2:28])=[O:27])[CH2:13][CH2:14]2)=[CH:6][CH:7]=1, predict the reactants needed to synthesize it. (2) Given the product [CH2:18]([N:25]1[CH2:29][CH2:28][N:27]([C:30]2[S:31][C:32]([C:36]([NH:10][CH2:11][C:12]3[CH:17]=[CH:16][N:15]=[CH:14][CH:13]=3)=[O:37])=[C:33]([CH3:35])[N:34]=2)[C:26]1=[O:39])[C:19]1[CH:24]=[CH:23][CH:22]=[CH:21][CH:20]=1, predict the reactants needed to synthesize it. The reactants are: FC1C=CC(CN)=CC=1.[NH2:10][CH2:11][C:12]1[CH:17]=[CH:16][N:15]=[CH:14][CH:13]=1.[CH2:18]([N:25]1[CH2:29][CH2:28][N:27]([C:30]2[S:31][C:32]([C:36](O)=[O:37])=[C:33]([CH3:35])[N:34]=2)[C:26]1=[O:39])[C:19]1[CH:24]=[CH:23][CH:22]=[CH:21][CH:20]=1. (3) Given the product [C:10]12([C:6]3[CH:5]=[C:4]([Br:9])[CH:3]=[C:2]([F:1])[C:7]=3[OH:8])[CH2:19][CH:14]3[CH2:15][CH:16]([CH2:18][CH:12]([CH2:13]3)[CH2:11]1)[CH2:17]2, predict the reactants needed to synthesize it. The reactants are: [F:1][C:2]1[CH:3]=[C:4]([Br:9])[CH:5]=[CH:6][C:7]=1[OH:8].[C:10]12(O)[CH2:19][CH:14]3[CH2:15][CH:16]([CH2:18][CH:12]([CH2:13]3)[CH2:11]1)[CH2:17]2.S(=O)(=O)(O)O.C([O-])(O)=O.[Na+].